Dataset: Catalyst prediction with 721,799 reactions and 888 catalyst types from USPTO. Task: Predict which catalyst facilitates the given reaction. (1) Reactant: [C:1]12([CH2:11][NH:12][C:13]([C:15]3[CH:20]=[CH:19][CH:18]=[C:17]([NH2:21])[N:16]=3)=[O:14])[CH2:10][CH:5]3[CH2:6][CH:7]([CH2:9][CH:3]([CH2:4]3)[CH2:2]1)[CH2:8]2.[CH2:22]([O:24][C:25](=[O:31])[CH2:26][C:27](=O)[CH2:28]Cl)[CH3:23]. Product: [CH2:22]([O:24][C:25](=[O:31])[CH2:26][C:27]1[N:21]=[C:17]2[CH:18]=[CH:19][CH:20]=[C:15]([C:13](=[O:14])[NH:12][CH2:11][C:1]34[CH2:2][CH:3]5[CH2:9][CH:7]([CH2:6][CH:5]([CH2:4]5)[CH2:10]3)[CH2:8]4)[N:16]2[CH:28]=1)[CH3:23]. The catalyst class is: 14. (2) Reactant: Cl.[CH3:2][O:3][C:4]1[CH:5]=[C:6]([C:10]2[N:11]=[C:12]([N:15]3[CH2:20][CH2:19][N:18](C(OC(C)(C)C)=O)[CH2:17][CH2:16]3)[S:13][CH:14]=2)[CH:7]=[CH:8][CH:9]=1. Product: [CH3:2][O:3][C:4]1[CH:5]=[C:6]([C:10]2[N:11]=[C:12]([N:15]3[CH2:20][CH2:19][NH:18][CH2:17][CH2:16]3)[S:13][CH:14]=2)[CH:7]=[CH:8][CH:9]=1. The catalyst class is: 13. (3) Reactant: [CH3:1][C:2]1[N:3]=[C:4]([CH2:28][O:29]C(C2C=CC=CC=2)(C2C=CC=CC=2)C2C=CC=CC=2)[O:5][C:6]=1[CH2:7][NH:8][C:9]([C:11]1[CH:15]=[C:14]([NH:16][C:17](=[O:27])[C:18]2[CH:23]=[C:22]([F:24])[C:21]([F:25])=[CH:20][C:19]=2[Cl:26])[NH:13][N:12]=1)=[O:10].Cl.C(OCC)(=O)C.CO. Product: [ClH:26].[OH:29][CH2:28][C:4]1[O:5][C:6]([CH2:7][NH:8][C:9]([C:11]2[CH:15]=[C:14]([NH:16][C:17](=[O:27])[C:18]3[CH:23]=[C:22]([F:24])[C:21]([F:25])=[CH:20][C:19]=3[Cl:26])[NH:13][N:12]=2)=[O:10])=[C:2]([CH3:1])[N:3]=1. The catalyst class is: 13.